This data is from Catalyst prediction with 721,799 reactions and 888 catalyst types from USPTO. The task is: Predict which catalyst facilitates the given reaction. (1) Reactant: [C:1]1([C@H:7]2[C@@H:11]([C:12]3[CH:17]=[CH:16][CH:15]=[CH:14][CH:13]=3)[N:10]([C:18]([O:20][C:21]([CH3:24])([CH3:23])[CH3:22])=[O:19])[C:9](SC)=[N:8]2)[CH:6]=[CH:5][CH:4]=[CH:3][CH:2]=1.[CH2:27]([NH2:35])[CH2:28][C:29]1[CH:34]=[CH:33][CH:32]=[CH:31][CH:30]=1. Product: [C:21]([O:20][C:18]([N:10]1[C@H:11]([C:12]2[CH:17]=[CH:16][CH:15]=[CH:14][CH:13]=2)[C@H:7]([C:1]2[CH:6]=[CH:5][CH:4]=[CH:3][CH:2]=2)[N:8]=[C:9]1[NH:35][CH2:27][CH2:28][C:29]1[CH:34]=[CH:33][CH:32]=[CH:31][CH:30]=1)=[O:19])([CH3:24])([CH3:23])[CH3:22]. The catalyst class is: 5. (2) Reactant: [CH3:1][C:2]([CH3:29])([CH:7]([C:23]1[CH:28]=[CH:27][CH:26]=[CH:25][CH:24]=1)[C:8]1[CH:16]=[C:15]2[C:11]([C:12]([C:17]3[CH:22]=[CH:21][CH:20]=[CH:19][CH:18]=3)=[N:13][NH:14]2)=[CH:10][CH:9]=1)[C:3]([O:5]C)=[O:4].O.[OH-].[Li+].O. Product: [CH3:1][C:2]([CH3:29])([CH:7]([C:23]1[CH:28]=[CH:27][CH:26]=[CH:25][CH:24]=1)[C:8]1[CH:16]=[C:15]2[C:11]([C:12]([C:17]3[CH:18]=[CH:19][CH:20]=[CH:21][CH:22]=3)=[N:13][NH:14]2)=[CH:10][CH:9]=1)[C:3]([OH:5])=[O:4]. The catalyst class is: 12. (3) Reactant: C([Li])CCC.C(NC(C)C)(C)C.[Br:13][C:14]1[C:22]2[C:17](=[N:18][CH:19]=[CH:20][CH:21]=2)[S:16][CH:15]=1.[CH3:23][S:24]SC. Product: [Br:13][C:14]1[C:22]2[C:17](=[N:18][CH:19]=[CH:20][CH:21]=2)[S:16][C:15]=1[S:24][CH3:23]. The catalyst class is: 1. (4) Reactant: [O:1]([C:8]1[CH:21]=[CH:20][C:11]([O:12][C:13]2[CH:14]=[C:15](O)[CH:16]=[CH:17][CH:18]=2)=[CH:10][CH:9]=1)[C:2]1[CH:7]=[CH:6][CH:5]=[CH:4][CH:3]=1.C1C[O:25][CH2:24][CH2:23]1.[OH-].[Na+].BrC1C=CC(CCOCC2C=CC=CC=2)=CC=1. The catalyst class is: 228. Product: [O:1]([C:8]1[CH:21]=[CH:20][C:11]([O:12][C:13]2[CH:14]=[CH:15][C:16]([CH2:23][CH2:24][OH:25])=[CH:17][CH:18]=2)=[CH:10][CH:9]=1)[C:2]1[CH:7]=[CH:6][CH:5]=[CH:4][CH:3]=1. (5) Reactant: Cl.[Br:2][C:3]1[CH:8]=[CH:7][C:6]([NH:9][NH2:10])=[CH:5][CH:4]=1.[C:11]([CH2:14][C:15](=O)[CH3:16])(=O)[CH3:12]. Product: [Br:2][C:3]1[CH:8]=[CH:7][C:6]([N:9]2[C:15]([CH3:16])=[CH:14][C:11]([CH3:12])=[N:10]2)=[CH:5][CH:4]=1. The catalyst class is: 15. (6) Reactant: [CH3:1][O:2][C:3]1[CH:8]=[CH:7][C:6]([N:9]2[C:13]([C:14]3[CH:19]=[CH:18][C:17]([O:20][CH3:21])=[CH:16][CH:15]=3)=[N:12][C:11]([SH:22])=[N:10]2)=[CH:5][CH:4]=1.IC.Cl[CH2:26]Cl.O. Product: [CH3:1][O:2][C:3]1[CH:4]=[CH:5][C:6]([N:9]2[C:13]([C:14]3[CH:19]=[CH:18][C:17]([O:20][CH3:21])=[CH:16][CH:15]=3)=[N:12][C:11]([S:22][CH3:26])=[N:10]2)=[CH:7][CH:8]=1. The catalyst class is: 74. (7) Reactant: [C:1]1([CH2:7][CH2:8][NH:9][C:10](=[O:18])[CH2:11][N:12]2[CH2:17][CH2:16][NH:15][CH2:14][CH2:13]2)[CH:6]=[CH:5][CH:4]=[CH:3][CH:2]=1.[NH2:19][C:20]1[NH:21][C:22](=O)[C:23]2[N:29]=[C:28]([C:30]3[CH:35]=[CH:34][C:33]([F:36])=[CH:32][CH:31]=3)[CH:27]=[CH:26][C:24]=2[N:25]=1. Product: [NH2:19][C:20]1[N:21]=[C:22]([N:15]2[CH2:14][CH2:13][N:12]([CH2:11][C:10](=[O:18])[NH:9][CH2:8][CH2:7][C:1]3[CH:2]=[CH:3][CH:4]=[CH:5][CH:6]=3)[CH2:17][CH2:16]2)[C:23]2[N:29]=[C:28]([C:30]3[CH:35]=[CH:34][C:33]([F:36])=[CH:32][CH:31]=3)[CH:27]=[CH:26][C:24]=2[N:25]=1. The catalyst class is: 12. (8) Reactant: Cl.[CH3:2][NH:3][O:4][CH3:5].CCN(C(C)C)C(C)C.C[Al](C)C.[CH2:19]([O:26][C:27]1[CH:32]=[CH:31][C:30]([N:33]2[CH:38]=[C:37]([O:39][CH3:40])[C:36](=[O:41])[C:35]([C:42](OC)=[O:43])=[N:34]2)=[C:29]([F:46])[CH:28]=1)[C:20]1[CH:25]=[CH:24][CH:23]=[CH:22][CH:21]=1. Product: [CH2:19]([O:26][C:27]1[CH:32]=[CH:31][C:30]([N:33]2[CH:38]=[C:37]([O:39][CH3:40])[C:36](=[O:41])[C:35]([C:42]([N:3]([O:4][CH3:5])[CH3:2])=[O:43])=[N:34]2)=[C:29]([F:46])[CH:28]=1)[C:20]1[CH:21]=[CH:22][CH:23]=[CH:24][CH:25]=1. The catalyst class is: 2.